This data is from Forward reaction prediction with 1.9M reactions from USPTO patents (1976-2016). The task is: Predict the product of the given reaction. (1) Given the reactants [CH2:1]([O:3][C:4]([C:6]1[N:7]=[C:8]([C:19]2[S:20][C:21](Br)=[CH:22][CH:23]=2)[N:9]([C:11]2[C:16]([Cl:17])=[CH:15][CH:14]=[CH:13][C:12]=2[Cl:18])[CH:10]=1)=[O:5])[CH3:2].[CH3:25][S:26]([C:29]1[CH:30]=[C:31](B(O)O)[CH:32]=[CH:33][CH:34]=1)(=[O:28])=[O:27].C([O-])([O-])=O.[K+].[K+].O, predict the reaction product. The product is: [CH2:1]([O:3][C:4]([C:6]1[N:7]=[C:8]([C:19]2[S:20][C:21]([C:33]3[CH:32]=[CH:31][CH:30]=[C:29]([S:26]([CH3:25])(=[O:28])=[O:27])[CH:34]=3)=[CH:22][CH:23]=2)[N:9]([C:11]2[C:16]([Cl:17])=[CH:15][CH:14]=[CH:13][C:12]=2[Cl:18])[CH:10]=1)=[O:5])[CH3:2]. (2) Given the reactants [N+:1]([C:4]1[CH:9]=[CH:8][C:7](F)=[CH:6][CH:5]=1)([O-:3])=[O:2].[NH2:11][C:12]1[CH:17]=[CH:16][C:15]([CH3:18])=[CH:14][CH:13]=1.[O-2].[Mg+2], predict the reaction product. The product is: [N+:1]([C:4]1[CH:9]=[CH:8][C:7]([NH:11][C:12]2[CH:17]=[CH:16][C:15]([CH3:18])=[CH:14][CH:13]=2)=[CH:6][CH:5]=1)([O-:3])=[O:2]. (3) Given the reactants [NH2:1][C@H:2]([C:10]([OH:12])=[O:11])[CH2:3][CH2:4][CH2:5][NH:6][C:7](=[NH:9])[NH2:8].[CH3:13][C@@:14]1([CH2:27][N:28]2[N:32]=[N:31][CH:30]=[CH:29]2)[S:18](=[O:20])(=[O:19])[C@@H:17]2[CH2:21][C:22](=[O:23])[N:16]2[C@H:15]1[C:24]([OH:26])=[O:25].CC(C)=O, predict the reaction product. The product is: [CH3:13][C@@:14]1([CH2:27][N:28]2[N:32]=[N:31][CH:30]=[CH:29]2)[S:18](=[O:19])(=[O:20])[C@@H:17]2[CH2:21][C:22](=[O:23])[N:16]2[C@H:15]1[C:24]([OH:26])=[O:25].[NH2:1][C@H:2]([C:10]([OH:12])=[O:11])[CH2:3][CH2:4][CH2:5][NH:6][C:7](=[NH:8])[NH2:9]. (4) The product is: [C:10]([C:13]1[CH:18]=[CH:17][C:16]([C:19]2[CH:20]=[N:21][C:22]([C:25]([F:26])([F:27])[F:28])=[N:23][CH:24]=2)=[CH:15][C:14]=1[CH2:29][NH:30][C:31]([C@@H:33]1[C@@H:37]([F:7])[CH2:36][CH2:35][N:34]1[C:39]([O:41][C:42]([CH3:45])([CH3:44])[CH3:43])=[O:40])=[O:32])(=[O:12])[NH2:11]. Given the reactants CCN(S(F)(F)[F:7])CC.[C:10]([C:13]1[CH:18]=[CH:17][C:16]([C:19]2[CH:20]=[N:21][C:22]([C:25]([F:28])([F:27])[F:26])=[N:23][CH:24]=2)=[CH:15][C:14]=1[CH2:29][NH:30][C:31]([C@@H:33]1[C@H:37](O)[CH2:36][CH2:35][N:34]1[C:39]([O:41][C:42]([CH3:45])([CH3:44])[CH3:43])=[O:40])=[O:32])(=[O:12])[NH2:11], predict the reaction product. (5) Given the reactants [Cl:1][C:2]1[CH:7]=[C:6]([O:8][CH3:9])[CH:5]=[CH:4][C:3]=1[C:10]1[N:14]2[N:15]=[C:16]([CH3:20])[CH:17]=[C:18](O)[C:13]2=[CH:12][C:11]=1[CH3:21].P(Br)(Br)[Br:23].C([O-])(O)=O.[Na+], predict the reaction product. The product is: [Br:23][C:18]1[C:13]2[N:14]([C:10]([C:3]3[CH:4]=[CH:5][C:6]([O:8][CH3:9])=[CH:7][C:2]=3[Cl:1])=[C:11]([CH3:21])[CH:12]=2)[N:15]=[C:16]([CH3:20])[CH:17]=1. (6) The product is: [C:1]([O:20][CH2:21][CH2:22][CH2:23][CH2:24][CH3:25])(=[O:19])[CH2:2][CH2:3][CH2:4][CH2:5][CH2:6][CH2:7][CH2:8]/[CH:9]=[CH:10]\[CH2:11][CH2:12][CH2:13][CH2:14][CH2:15][CH2:16][CH2:17][CH3:18]. Given the reactants [C:1]([O:20][CH2:21][CH3:22])(=[O:19])[CH2:2][CH2:3][CH2:4][CH2:5][CH2:6][CH2:7][CH2:8]/[CH:9]=[CH:10]\[CH2:11][CH2:12][CH2:13][CH2:14][CH2:15][CH2:16][CH2:17][CH3:18].[CH2:23](O)[CH2:24][CH2:25]CC, predict the reaction product. (7) The product is: [C:32]([C:3]1[C:2]2[N:7]([CH:38]=[C:37]([CH2:36][Cl:35])[N:1]=2)[C:6]([S:8][CH3:9])=[N:5][C:4]=1[NH:10][C:11]1[CH:16]=[CH:15][C:14]([N:17]2[CH2:22][CH2:21][N:20]([C:23]([O:25][C:26]([CH3:29])([CH3:27])[CH3:28])=[O:24])[CH2:19][CH2:18]2)=[CH:13][C:12]=1[O:30][CH3:31])(=[O:34])[NH2:33]. Given the reactants [NH2:1][C:2]1[N:7]=[C:6]([S:8][CH3:9])[N:5]=[C:4]([NH:10][C:11]2[CH:16]=[CH:15][C:14]([N:17]3[CH2:22][CH2:21][N:20]([C:23]([O:25][C:26]([CH3:29])([CH3:28])[CH3:27])=[O:24])[CH2:19][CH2:18]3)=[CH:13][C:12]=2[O:30][CH3:31])[C:3]=1[C:32](=[O:34])[NH2:33].[Cl:35][CH2:36][C:37](=O)[CH2:38]Cl, predict the reaction product. (8) Given the reactants [NH2:1][N:2]1[C:7](=[O:8])[C:6]2[CH:9]=[C:10]([C:12]3[CH:17]=[CH:16][CH:15]=[CH:14][CH:13]=3)[S:11][C:5]=2[N:4]=[CH:3]1.[C:18]12([CH2:28][C:29](Cl)=[O:30])[CH2:27][CH:22]3[CH2:23][CH:24]([CH2:26][CH:20]([CH2:21]3)[CH2:19]1)[CH2:25]2, predict the reaction product. The product is: [C:18]12([CH2:28][C:29]([NH:1][N:2]3[C:7](=[O:8])[C:6]4[CH:9]=[C:10]([C:12]5[CH:17]=[CH:16][CH:15]=[CH:14][CH:13]=5)[S:11][C:5]=4[N:4]=[CH:3]3)=[O:30])[CH2:25][CH:24]3[CH2:23][CH:22]([CH2:21][CH:20]([CH2:26]3)[CH2:19]1)[CH2:27]2. (9) Given the reactants [CH:1]1([C:4](Cl)=[O:5])[CH2:3][CH2:2]1.[CH3:7][C:8]1[CH:17]=[CH:16][CH:15]=[C:14]2[C:9]=1[CH:10]=[C:11]([C:19]1[CH:20]=[N:21][C:22]([N:25]3[CH2:30][CH2:29][NH:28][CH2:27][CH2:26]3)=[N:23][CH:24]=1)[NH:12][C:13]2=[O:18].C(N(CC)C(C)C)(C)C, predict the reaction product. The product is: [CH:1]1([C:4]([N:28]2[CH2:27][CH2:26][N:25]([C:22]3[N:23]=[CH:24][C:19]([C:11]4[NH:12][C:13](=[O:18])[C:14]5[C:9]([CH:10]=4)=[C:8]([CH3:7])[CH:17]=[CH:16][CH:15]=5)=[CH:20][N:21]=3)[CH2:30][CH2:29]2)=[O:5])[CH2:3][CH2:2]1. (10) The product is: [CH:4]([N:17]1[CH2:20][C:19]([CH2:1][CH3:2])([OH:21])[CH2:18]1)([C:11]1[CH:16]=[CH:15][CH:14]=[CH:13][CH:12]=1)[C:5]1[CH:6]=[CH:7][CH:8]=[CH:9][CH:10]=1. Given the reactants [CH2:1]([Li])[CH3:2].[CH:4]([N:17]1[CH2:20][C:19](=[O:21])[CH2:18]1)([C:11]1[CH:16]=[CH:15][CH:14]=[CH:13][CH:12]=1)[C:5]1[CH:10]=[CH:9][CH:8]=[CH:7][CH:6]=1.O, predict the reaction product.